This data is from Reaction yield outcomes from USPTO patents with 853,638 reactions. The task is: Predict the reaction yield, written as a fraction of the theoretical maximum amount of product (1.0 means a 100% yield; for example, 0.34 means a 34% yield). The reactants are [F:1][C:2]([F:19])([F:18])[C:3]1[CH:4]=[C:5]([S:9][C:10]2[CH:15]=[CH:14][N:13]=[C:12]([C:16]#[N:17])[CH:11]=2)[CH:6]=[CH:7][CH:8]=1.[OH:20]OS([O-])=O.[K+].CC(C)=O.[OH2:30]. No catalyst specified. The product is [F:19][C:2]([F:1])([F:18])[C:3]1[CH:4]=[C:5]([S:9]([C:10]2[CH:15]=[CH:14][N:13]=[C:12]([C:16]#[N:17])[CH:11]=2)(=[O:20])=[O:30])[CH:6]=[CH:7][CH:8]=1. The yield is 0.820.